Dataset: Peptide-MHC class I binding affinity with 185,985 pairs from IEDB/IMGT. Task: Regression. Given a peptide amino acid sequence and an MHC pseudo amino acid sequence, predict their binding affinity value. This is MHC class I binding data. (1) The peptide sequence is KIIETYLGR. The MHC is HLA-A68:01 with pseudo-sequence HLA-A68:01. The binding affinity (normalized) is 0. (2) The peptide sequence is AHAGARVNL. The MHC is HLA-B14:02 with pseudo-sequence HLA-B14:02. The binding affinity (normalized) is 0.213. (3) The peptide sequence is SSAIFRRI. The MHC is H-2-Db with pseudo-sequence H-2-Db. The binding affinity (normalized) is 0. (4) The peptide sequence is LTIVFVPEV. The MHC is HLA-A02:01 with pseudo-sequence HLA-A02:01. The binding affinity (normalized) is 0.872. (5) The peptide sequence is DSPATLSAY. The MHC is HLA-B48:01 with pseudo-sequence HLA-B48:01. The binding affinity (normalized) is 0.0847. (6) The peptide sequence is FLPKAAYAL. The MHC is BoLA-T2C with pseudo-sequence BoLA-T2C. The binding affinity (normalized) is 0.547. (7) The peptide sequence is CEKMALYDVV. The MHC is Patr-B2401 with pseudo-sequence Patr-B2401. The binding affinity (normalized) is 0.283. (8) The peptide sequence is ARLSSPIVL. The MHC is HLA-B39:01 with pseudo-sequence HLA-B39:01. The binding affinity (normalized) is 0.714.